This data is from NCI-60 drug combinations with 297,098 pairs across 59 cell lines. The task is: Regression. Given two drug SMILES strings and cell line genomic features, predict the synergy score measuring deviation from expected non-interaction effect. (1) Drug 1: CCCS(=O)(=O)NC1=C(C(=C(C=C1)F)C(=O)C2=CNC3=C2C=C(C=N3)C4=CC=C(C=C4)Cl)F. Drug 2: C1=CC=C(C(=C1)C(C2=CC=C(C=C2)Cl)C(Cl)Cl)Cl. Cell line: HL-60(TB). Synergy scores: CSS=3.70, Synergy_ZIP=11.5, Synergy_Bliss=13.9, Synergy_Loewe=1.04, Synergy_HSA=2.33. (2) Drug 2: C1CN1P(=S)(N2CC2)N3CC3. Drug 1: C1=NC2=C(N1)C(=S)N=C(N2)N. Cell line: KM12. Synergy scores: CSS=29.9, Synergy_ZIP=-5.31, Synergy_Bliss=-8.20, Synergy_Loewe=-8.19, Synergy_HSA=-4.93. (3) Synergy scores: CSS=59.3, Synergy_ZIP=0.913, Synergy_Bliss=1.39, Synergy_Loewe=-8.20, Synergy_HSA=2.32. Cell line: HL-60(TB). Drug 1: CN(CC1=CN=C2C(=N1)C(=NC(=N2)N)N)C3=CC=C(C=C3)C(=O)NC(CCC(=O)O)C(=O)O. Drug 2: CCN(CC)CCCC(C)NC1=C2C=C(C=CC2=NC3=C1C=CC(=C3)Cl)OC. (4) Drug 1: C1=CC(=CC=C1CC(C(=O)O)N)N(CCCl)CCCl.Cl. Drug 2: CC1=CC=C(C=C1)C2=CC(=NN2C3=CC=C(C=C3)S(=O)(=O)N)C(F)(F)F. Cell line: SN12C. Synergy scores: CSS=21.8, Synergy_ZIP=-5.95, Synergy_Bliss=2.47, Synergy_Loewe=-2.31, Synergy_HSA=1.51. (5) Drug 1: C1=C(C(=O)NC(=O)N1)N(CCCl)CCCl. Drug 2: CC=C1C(=O)NC(C(=O)OC2CC(=O)NC(C(=O)NC(CSSCCC=C2)C(=O)N1)C(C)C)C(C)C. Cell line: SK-MEL-5. Synergy scores: CSS=68.1, Synergy_ZIP=2.83, Synergy_Bliss=5.91, Synergy_Loewe=-3.52, Synergy_HSA=9.57. (6) Drug 1: C(=O)(N)NO. Drug 2: B(C(CC(C)C)NC(=O)C(CC1=CC=CC=C1)NC(=O)C2=NC=CN=C2)(O)O. Cell line: U251. Synergy scores: CSS=27.0, Synergy_ZIP=1.16, Synergy_Bliss=3.03, Synergy_Loewe=-25.7, Synergy_HSA=4.07. (7) Cell line: NCI-H226. Drug 2: C1=CC(=CC=C1CC(C(=O)O)N)N(CCCl)CCCl.Cl. Synergy scores: CSS=11.8, Synergy_ZIP=-1.64, Synergy_Bliss=-1.62, Synergy_Loewe=-1.48, Synergy_HSA=-0.851. Drug 1: C1=CC(=CC=C1CCC2=CNC3=C2C(=O)NC(=N3)N)C(=O)NC(CCC(=O)O)C(=O)O. (8) Drug 1: CC(C1=C(C=CC(=C1Cl)F)Cl)OC2=C(N=CC(=C2)C3=CN(N=C3)C4CCNCC4)N. Drug 2: C1=CN(C=N1)CC(O)(P(=O)(O)O)P(=O)(O)O. Cell line: HOP-92. Synergy scores: CSS=20.9, Synergy_ZIP=2.34, Synergy_Bliss=5.54, Synergy_Loewe=6.76, Synergy_HSA=6.83. (9) Drug 2: CCC1(CC2CC(C3=C(CCN(C2)C1)C4=CC=CC=C4N3)(C5=C(C=C6C(=C5)C78CCN9C7C(C=CC9)(C(C(C8N6C)(C(=O)OC)O)OC(=O)C)CC)OC)C(=O)OC)O.OS(=O)(=O)O. Cell line: SNB-19. Synergy scores: CSS=26.1, Synergy_ZIP=2.39, Synergy_Bliss=1.68, Synergy_Loewe=-3.65, Synergy_HSA=3.66. Drug 1: CC1C(C(CC(O1)OC2CC(CC3=C2C(=C4C(=C3O)C(=O)C5=C(C4=O)C(=CC=C5)OC)O)(C(=O)C)O)N)O.Cl.